This data is from Full USPTO retrosynthesis dataset with 1.9M reactions from patents (1976-2016). The task is: Predict the reactants needed to synthesize the given product. Given the product [ClH:38].[CH3:1][C:2]1[CH:7]=[CH:6][CH:5]=[CH:4][C:3]=1[S:8][C:9]1[CH:14]=[CH:13][C:12]2[C:15]3([CH2:30][O:31][C:11]=2[CH:10]=1)[CH2:20][CH2:19][N:18]([CH2:21][CH2:22][C:23]([OH:25])=[O:24])[CH2:17][CH2:16]3, predict the reactants needed to synthesize it. The reactants are: [CH3:1][C:2]1[CH:7]=[CH:6][CH:5]=[CH:4][C:3]=1[S:8][C:9]1[CH:14]=[CH:13][C:12]2[C:15]3([CH2:30][O:31][C:11]=2[CH:10]=1)[CH2:20][CH2:19][N:18]([CH2:21][CH2:22][C:23]([O:25]C(C)(C)C)=[O:24])[CH2:17][CH2:16]3.O1CCOCC1.[ClH:38].